From a dataset of Reaction yield outcomes from USPTO patents with 853,638 reactions. Predict the reaction yield, written as a fraction of the theoretical maximum amount of product (1.0 means a 100% yield; for example, 0.34 means a 34% yield). (1) The reactants are [F:1][C:2]([F:19])([F:18])/[C:3](/O)=[CH:4]/[C:5]([C:7]1[CH:12]=[CH:11][C:10]([C:13]([F:16])([F:15])[F:14])=[CH:9][CH:8]=1)=O.[CH2:20]([O:22][C:23](=[O:28])/[CH:24]=[C:25](\[NH2:27])/[CH3:26])[CH3:21]. The catalyst is C(#N)C. The product is [CH2:20]([O:22][C:23](=[O:28])[C:24]1[C:3]([C:2]([F:19])([F:18])[F:1])=[CH:4][C:5]([C:7]2[CH:12]=[CH:11][C:10]([C:13]([F:16])([F:15])[F:14])=[CH:9][CH:8]=2)=[N:27][C:25]=1[CH3:26])[CH3:21]. The yield is 0.350. (2) The reactants are [Li]CCCC.[Br-].[Cl:7][C:8]1[CH:9]=[C:10]([CH:31]=[CH:32][CH:33]=1)[CH2:11][P+](C1C=CC=CC=1)(C1C=CC=CC=1)C1C=CC=CC=1.[CH:34]([CH:36]1[N:41]2[CH2:42][CH2:43][N:44]([C:46]([O:48][C:49]([CH3:52])([CH3:51])[CH3:50])=[O:47])[CH2:45][C@@H:40]2[CH2:39][CH2:38][CH2:37]1)=O. The catalyst is C1COCC1. The product is [Cl:7][C:8]1[CH:9]=[C:10](/[CH:11]=[CH:34]/[CH:36]2[N:41]3[CH2:42][CH2:43][N:44]([C:46]([O:48][C:49]([CH3:50])([CH3:52])[CH3:51])=[O:47])[CH2:45][C@@H:40]3[CH2:39][CH2:38][CH2:37]2)[CH:31]=[CH:32][CH:33]=1. The yield is 0.480.